From a dataset of Catalyst prediction with 721,799 reactions and 888 catalyst types from USPTO. Predict which catalyst facilitates the given reaction. Reactant: [OH:1][CH2:2][C:3]1[CH:4]=[C:5]2[N:10]([C:11]=1[N:12]1[CH2:16][CH2:15][CH2:14][C:13]1=[O:17])[CH:9]=[CH:8][CH:7]=[CH:6]2. Product: [O:17]=[C:13]1[CH2:14][CH2:15][CH2:16][N:12]1[C:11]1[N:10]2[C:5]([CH:6]=[CH:7][CH:8]=[CH:9]2)=[CH:4][C:3]=1[CH:2]=[O:1]. The catalyst class is: 697.